Task: Predict the reaction yield, written as a fraction of the theoretical maximum amount of product (1.0 means a 100% yield; for example, 0.34 means a 34% yield).. Dataset: Reaction yield outcomes from USPTO patents with 853,638 reactions The yield is 0.590. The catalyst is C(Cl)Cl.O. The reactants are [F:1][CH:2]([F:37])[C:3]1[N:7]([C:8]2[N:13]=[C:12]([N:14]3[CH2:19][CH2:18][O:17][CH2:16][CH2:15]3)[N:11]=[C:10]([N:20]3[CH2:25][CH2:24][NH:23][CH2:22][CH2:21]3)[N:9]=2)[C:6]2[CH:26]=[CH:27][CH:28]=[C:29]([O:30][CH2:31][CH2:32][CH2:33][N:34]([CH3:36])[CH3:35])[C:5]=2[N:4]=1.C([O-])([O-])=O.[K+].[K+].[CH3:44][S:45](Cl)(=[O:47])=[O:46].CCOC(C)=O. The product is [F:37][CH:2]([F:1])[C:3]1[N:7]([C:8]2[N:9]=[C:10]([N:20]3[CH2:25][CH2:24][N:23]([S:45]([CH3:44])(=[O:47])=[O:46])[CH2:22][CH2:21]3)[N:11]=[C:12]([N:14]3[CH2:15][CH2:16][O:17][CH2:18][CH2:19]3)[N:13]=2)[C:6]2[CH:26]=[CH:27][CH:28]=[C:29]([O:30][CH2:31][CH2:32][CH2:33][N:34]([CH3:36])[CH3:35])[C:5]=2[N:4]=1.